From a dataset of Forward reaction prediction with 1.9M reactions from USPTO patents (1976-2016). Predict the product of the given reaction. (1) Given the reactants Br[C:2]1[C:3]([O:9][CH3:10])=[N:4][CH:5]=[C:6]([Cl:8])[CH:7]=1.[CH3:11][C:12]1[N:17]=[C:16]([NH2:18])[CH:15]=[CH:14][N:13]=1.CC1(C)C2C(=C(P(C3C=CC=CC=3)C3C=CC=CC=3)C=CC=2)OC2C(P(C3C=CC=CC=3)C3C=CC=CC=3)=CC=CC1=2.C(=O)([O-])[O-].[Cs+].[Cs+], predict the reaction product. The product is: [Cl:8][C:6]1[CH:7]=[C:2]([NH:18][C:16]2[CH:15]=[CH:14][N:13]=[C:12]([CH3:11])[N:17]=2)[C:3]([O:9][CH3:10])=[N:4][CH:5]=1. (2) Given the reactants [F:1][C:2]1[CH:11]=[C:10]2[C:5]([CH:6]=[C:7]([C:18]3[NH:22][C:21](=[O:23])[NH:20][N:19]=3)[N:8]=[C:9]2[O:12][C@H:13]2[CH2:17][CH2:16][NH:15][CH2:14]2)=[CH:4][CH:3]=1.CC1C=CC=C(C)N=1.[C:32](Cl)(=[O:35])[CH:33]=[CH2:34], predict the reaction product. The product is: [C:32]([N:15]1[CH2:16][CH2:17][C@H:13]([O:12][C:9]2[C:10]3[C:5](=[CH:4][CH:3]=[C:2]([F:1])[CH:11]=3)[CH:6]=[C:7]([C:18]3[NH:22][C:21](=[O:23])[NH:20][N:19]=3)[N:8]=2)[CH2:14]1)(=[O:35])[CH:33]=[CH2:34]. (3) Given the reactants [F:1][C:2]1[CH:10]=[CH:9][C:5]([C:6](Cl)=[O:7])=[CH:4][CH:3]=1.[NH2:11][C:12]1[CH:30]=[CH:29][C:15]([O:16][CH2:17][C:18]([NH:21]C(=O)OC(C)(C)C)([CH3:20])[CH3:19])=[C:14]([C:31]2[N:32]([CH3:37])[N:33]=[CH:34][C:35]=2[Br:36])[CH:13]=1.C(N(CC)C(C)C)(C)C.C(O)(C(F)(F)F)=O, predict the reaction product. The product is: [NH2:21][C:18]([CH3:20])([CH3:19])[CH2:17][O:16][C:15]1[CH:29]=[CH:30][C:12]([NH:11][C:6](=[O:7])[C:5]2[CH:9]=[CH:10][C:2]([F:1])=[CH:3][CH:4]=2)=[CH:13][C:14]=1[C:31]1[N:32]([CH3:37])[N:33]=[CH:34][C:35]=1[Br:36]. (4) Given the reactants C(OC([N:8]1[CH2:12][CH2:11][CH2:10][CH:9]1[C:13](=[O:28])[NH:14][C:15]1[CH:20]=[CH:19][C:18]([C:21]2[CH:26]=[CH:25][C:24]([Br:27])=[CH:23][CH:22]=2)=[CH:17][CH:16]=1)=O)(C)(C)C.Cl.[CH3:30][O:31][C:32]([NH:34][CH:35]([CH:39]([CH3:41])[CH3:40])[C:36](O)=[O:37])=[O:33].CN(C(ON1N=NC2C=CC=NC1=2)=[N+](C)C)C.F[P-](F)(F)(F)(F)F.CCN(C(C)C)C(C)C, predict the reaction product. The product is: [CH3:30][O:31][C:32](=[O:33])[NH:34][CH:35]([C:36]([N:8]1[CH2:12][CH2:11][CH2:10][CH:9]1[C:13](=[O:28])[NH:14][C:15]1[CH:16]=[CH:17][C:18]([C:21]2[CH:26]=[CH:25][C:24]([Br:27])=[CH:23][CH:22]=2)=[CH:19][CH:20]=1)=[O:37])[CH:39]([CH3:41])[CH3:40]. (5) Given the reactants [Cl:1][C:2]1[CH:7]=[CH:6][CH:5]=[C:4]([F:8])[C:3]=1[C:9]1[C:13]([C:14]#[N:15])=[C:12]([CH3:16])[O:11][N:10]=1.C(O[CH:22](N(C)C)[N:23]([CH3:25])[CH3:24])(C)(C)C, predict the reaction product. The product is: [Cl:1][C:2]1[CH:7]=[CH:6][CH:5]=[C:4]([F:8])[C:3]=1[C:9]1[C:13]([C:14]#[N:15])=[C:12](/[CH:16]=[CH:22]/[N:23]([CH3:25])[CH3:24])[O:11][N:10]=1. (6) Given the reactants C[O:2][C:3](=[O:18])[C:4]1[CH:9]=[CH:8][C:7]([CH2:10][CH2:11][C:12]2[CH:17]=[CH:16][CH:15]=[CH:14][CH:13]=2)=[CH:6][CH:5]=1.[OH-].[Na+].Cl, predict the reaction product. The product is: [CH2:10]([C:7]1[CH:6]=[CH:5][C:4]([C:3]([OH:18])=[O:2])=[CH:9][CH:8]=1)[CH2:11][C:12]1[CH:13]=[CH:14][CH:15]=[CH:16][CH:17]=1.